Dataset: Full USPTO retrosynthesis dataset with 1.9M reactions from patents (1976-2016). Task: Predict the reactants needed to synthesize the given product. (1) Given the product [C:8]([C:4]1[CH:3]=[C:2]([NH:11][NH2:12])[CH:7]=[CH:6][N:5]=1)#[N:9], predict the reactants needed to synthesize it. The reactants are: Cl[C:2]1[CH:7]=[CH:6][N:5]=[C:4]([C:8]#[N:9])[CH:3]=1.O.[NH2:11][NH2:12]. (2) Given the product [CH3:15][C:14]1[CH:13]=[C:12]([C:16]2[O:17][C:18]3[N:19]=[C:20]([O:25][C:26]4[CH:31]=[CH:30][CH:29]=[CH:28][CH:27]=4)[N:21]=[CH:22][C:23]=3[N:24]=2)[CH:11]=[C:10]([CH3:32])[C:9]=1[O:8][CH2:7][C:6]([OH:33])=[O:5], predict the reactants needed to synthesize it. The reactants are: C([O:5][C:6](=[O:33])[CH2:7][O:8][C:9]1[C:14]([CH3:15])=[CH:13][C:12]([C:16]2[O:17][C:18]3[N:19]=[C:20]([O:25][C:26]4[CH:31]=[CH:30][CH:29]=[CH:28][CH:27]=4)[N:21]=[CH:22][C:23]=3[N:24]=2)=[CH:11][C:10]=1[CH3:32])(C)(C)C.C1(C)C=CC=CC=1. (3) The reactants are: C(C1N=C(N2CCC(F)(F)C2)C2N=NN(CC)C=2N=1)(C)(C)C.[C:23]([C:27]1[N:28]=[C:29]([N:36]2[CH2:42][C:38]3([CH2:41][O:40][CH2:39]3)[CH2:37]2)[C:30]2[N:35]=[N:34][NH:33][C:31]=2[N:32]=1)([CH3:26])([CH3:25])[CH3:24].Cl.Cl[CH2:45][C:46]1[N:50]([CH3:51])[C:49]([CH3:52])=[N:48][N:47]=1. Given the product [C:23]([C:27]1[N:28]=[C:29]([N:36]2[CH2:37][C:38]3([CH2:39][O:40][CH2:41]3)[CH2:42]2)[C:30]2[N:35]=[N:34][N:33]([CH2:45][C:46]3[N:50]([CH3:51])[C:49]([CH3:52])=[N:48][N:47]=3)[C:31]=2[N:32]=1)([CH3:26])([CH3:24])[CH3:25], predict the reactants needed to synthesize it.